From a dataset of Peptide-MHC class I binding affinity with 185,985 pairs from IEDB/IMGT. Regression. Given a peptide amino acid sequence and an MHC pseudo amino acid sequence, predict their binding affinity value. This is MHC class I binding data. (1) The peptide sequence is SYQALAFDI. The MHC is HLA-A24:03 with pseudo-sequence HLA-A24:03. The binding affinity (normalized) is 1.00. (2) The peptide sequence is VTMFEALPH. The MHC is HLA-A33:01 with pseudo-sequence HLA-A33:01. The binding affinity (normalized) is 0. (3) The binding affinity (normalized) is 0. The peptide sequence is PECSDSPLVL. The MHC is HLA-B44:03 with pseudo-sequence HLA-B44:03.